This data is from Full USPTO retrosynthesis dataset with 1.9M reactions from patents (1976-2016). The task is: Predict the reactants needed to synthesize the given product. (1) Given the product [C:17]1([S:23]([NH:1][C:2]2[C:3](=[O:16])[N:4]([CH2:12][C:13]([OH:15])=[O:14])[C:5]3[C:10]([CH:11]=2)=[CH:9][CH:8]=[CH:7][CH:6]=3)(=[O:25])=[O:24])[CH:22]=[CH:21][CH:20]=[CH:19][CH:18]=1, predict the reactants needed to synthesize it. The reactants are: [NH2:1][C:2]1[C:3](=[O:16])[N:4]([CH2:12][C:13]([OH:15])=[O:14])[C:5]2[C:10]([CH:11]=1)=[CH:9][CH:8]=[CH:7][CH:6]=2.[C:17]1([S:23](Cl)(=[O:25])=[O:24])[CH:22]=[CH:21][CH:20]=[CH:19][CH:18]=1. (2) Given the product [Cl:1][C:2]1[CH:3]=[C:4]([S:8]([NH:11][C:12]2[CH:20]=[CH:19][C:15]([C:16]([O:18][CH2:25][CH:24]([O:23][CH3:22])[CH2:27][CH3:28])=[O:17])=[C:14]([OH:21])[CH:13]=2)(=[O:9])=[O:10])[S:5][C:6]=1[Cl:7], predict the reactants needed to synthesize it. The reactants are: [Cl:1][C:2]1[CH:3]=[C:4]([S:8]([NH:11][C:12]2[CH:20]=[CH:19][C:15]([C:16]([OH:18])=[O:17])=[C:14]([OH:21])[CH:13]=2)(=[O:10])=[O:9])[S:5][C:6]=1[Cl:7].[CH3:22][O:23][CH:24]([CH2:27][CH3:28])[CH2:25]O. (3) Given the product [NH2:1][CH2:4][C@@H:5]([NH:13][C:14]([C:16]1[S:32][C:19]2=[N:20][C:21]3[CH2:22][CH2:23][CH:24]([C:28]([CH3:30])([CH3:29])[CH3:31])[CH2:25][C:26]=3[CH:27]=[C:18]2[CH:17]=1)=[O:15])[C:6]1[CH:11]=[CH:10][CH:9]=[C:8]([Br:12])[CH:7]=1, predict the reactants needed to synthesize it. The reactants are: [N:1]([CH2:4][C@@H:5]([NH:13][C:14]([C:16]1[S:32][C:19]2=[N:20][C:21]3[CH2:22][CH2:23][CH:24]([C:28]([CH3:31])([CH3:30])[CH3:29])[CH2:25][C:26]=3[CH:27]=[C:18]2[CH:17]=1)=[O:15])[C:6]1[CH:11]=[CH:10][CH:9]=[C:8]([Br:12])[CH:7]=1)=[N+]=[N-].C(N(CC)CC)C.C1(P(C2C=CC=CC=2)C2C=CC=CC=2)C=CC=CC=1.